This data is from Forward reaction prediction with 1.9M reactions from USPTO patents (1976-2016). The task is: Predict the product of the given reaction. (1) The product is: [CH3:27][C:23]1([CH3:26])[O:22][C@H:21]([CH2:20][O:19][C:18]2[CH:28]=[CH:29][C:15]([C:3]([C:6]3[CH:11]=[CH:10][C:9]([C:12]#[C:13][C:38]([C:40]([F:43])([F:42])[F:41])([OH:39])[C:37]([F:45])([F:44])[F:36])=[C:8]([CH3:14])[CH:7]=3)([CH2:4][CH3:5])[CH2:1][CH3:2])=[CH:16][C:17]=2[CH3:30])[CH2:25][O:24]1. Given the reactants [CH2:1]([C:3]([C:15]1[CH:29]=[CH:28][C:18]([O:19][CH2:20][C@@H:21]2[CH2:25][O:24][C:23]([CH3:27])([CH3:26])[O:22]2)=[C:17]([CH3:30])[CH:16]=1)([C:6]1[CH:11]=[CH:10][C:9]([C:12]#[CH:13])=[C:8]([CH3:14])[CH:7]=1)[CH2:4][CH3:5])[CH3:2].[Li]CCCC.[F:36][C:37]([F:45])([F:44])[C:38]([C:40]([F:43])([F:42])[F:41])=[O:39].[NH4+].[Cl-], predict the reaction product. (2) The product is: [C:1]([N:4]1[CH2:9][CH2:8][CH2:7][C:6]2([CH2:18][C:17](=[O:19])[C:16]3[C:11](=[CH:12][CH:13]=[C:14](/[CH:20]=[CH:21]/[C:22]([NH:39][O:40][CH:41]4[CH2:46][CH2:45][CH2:44][CH2:43][O:42]4)=[O:23])[CH:15]=3)[O:10]2)[CH2:5]1)(=[O:3])[CH3:2]. Given the reactants [C:1]([N:4]1[CH2:9][CH2:8][CH2:7][C:6]2([CH2:18][C:17](=[O:19])[C:16]3[C:11](=[CH:12][CH:13]=[C:14](/[CH:20]=[CH:21]/[C:22](O)=[O:23])[CH:15]=3)[O:10]2)[CH2:5]1)(=[O:3])[CH3:2].C(Cl)CCl.C1C=CC2N(O)N=NC=2C=1.[NH2:39][O:40][CH:41]1[CH2:46][CH2:45][CH2:44][CH2:43][O:42]1, predict the reaction product. (3) Given the reactants [Cl:1][C:2]1[CH:7]=[CH:6][C:5]([C@H:8]([N:15]2[CH2:20][CH2:19][NH:18][CH2:17][CH2:16]2)[C:9]2[CH:14]=[CH:13][CH:12]=[CH:11][CH:10]=2)=[CH:4][CH:3]=1.Br[CH:22]([CH3:36])[CH2:23][O:24][C:25]1[CH:30]=[CH:29][C:28]([C:31]#[C:32][CH2:33][CH2:34][OH:35])=[CH:27][CH:26]=1.CCN(CC)CC, predict the reaction product. The product is: [Cl:1][C:2]1[CH:7]=[CH:6][C:5]([C@@H:8]([C:9]2[CH:10]=[CH:11][CH:12]=[CH:13][CH:14]=2)[N:15]2[CH2:16][CH2:17][N:18]([CH2:36][CH2:22][CH2:23][O:24][C:25]3[CH:30]=[CH:29][C:28]([C:31]#[C:32][CH2:33][CH2:34][OH:35])=[CH:27][CH:26]=3)[CH2:19][CH2:20]2)=[CH:4][CH:3]=1.